This data is from Reaction yield outcomes from USPTO patents with 853,638 reactions. The task is: Predict the reaction yield, written as a fraction of the theoretical maximum amount of product (1.0 means a 100% yield; for example, 0.34 means a 34% yield). (1) The reactants are [CH3:1][O:2][C:3](=[O:12])[C:4]1[CH:9]=[C:8](I)[CH:7]=[C:6]([Br:11])[CH:5]=1.B1([C:19]2[CH:24]=[CH:23][CH:22]=[N:21][CH:20]=2)OCCCO1.C(=O)([O-])[O-].[K+].[K+]. The catalyst is C1(C)C=CC=CC=1. The product is [CH3:1][O:2][C:3](=[O:12])[C:4]1[CH:9]=[C:8]([C:19]2[CH:20]=[N:21][CH:22]=[CH:23][CH:24]=2)[CH:7]=[C:6]([Br:11])[CH:5]=1. The yield is 0.670. (2) The reactants are [NH2:1][C:2]1[C:7]([OH:8])=[CH:6][CH:5]=[CH:4][N:3]=1.[C:9]([O:13][C:14]([N:16]1[CH2:21][CH2:20][C:19](=O)[CH2:18][CH2:17]1)=[O:15])([CH3:12])([CH3:11])[CH3:10].[O-]S([O-])(=O)=O.[Na+].[Na+].C(O[BH-](OC(=O)C)OC(=O)C)(=O)C.[Na+]. The catalyst is C(Cl)Cl.CC(O)=O. The product is [C:9]([O:13][C:14]([N:16]1[CH2:21][CH2:20][CH:19]([NH:1][C:2]2[C:7]([OH:8])=[CH:6][CH:5]=[CH:4][N:3]=2)[CH2:18][CH2:17]1)=[O:15])([CH3:12])([CH3:10])[CH3:11]. The yield is 0.480. (3) The product is [Br:1][C:2]1[CH:7]=[CH:6][C:5]([O:8][CH3:9])=[C:4]([C:19]2[CH:20]=[CH:21][C:16]([S:13]([CH2:11][CH3:12])(=[O:15])=[O:14])=[CH:17][C:18]=2[O:31][CH3:32])[CH:3]=1. The yield is 0.450. The reactants are [Br:1][C:2]1[CH:7]=[CH:6][C:5]([O:8][CH3:9])=[C:4](I)[CH:3]=1.[CH2:11]([S:13]([C:16]1[CH:21]=[CH:20][C:19](B2OC(C)(C)C(C)(C)O2)=[C:18]([O:31][CH3:32])[CH:17]=1)(=[O:15])=[O:14])[CH3:12].C(=O)([O-])[O-].[Cs+].[Cs+]. The catalyst is O1CCOCC1.[Pd](Cl)Cl.C1(P(C2C=CC=CC=2)[C-]2C=CC=C2)C=CC=CC=1.[C-]1(P(C2C=CC=CC=2)C2C=CC=CC=2)C=CC=C1.[Fe+2].